From a dataset of NCI-60 drug combinations with 297,098 pairs across 59 cell lines. Regression. Given two drug SMILES strings and cell line genomic features, predict the synergy score measuring deviation from expected non-interaction effect. Drug 1: C1CC(C1)(C(=O)O)C(=O)O.[NH2-].[NH2-].[Pt+2]. Drug 2: CCC1(C2=C(COC1=O)C(=O)N3CC4=CC5=C(C=CC(=C5CN(C)C)O)N=C4C3=C2)O.Cl. Cell line: NCI/ADR-RES. Synergy scores: CSS=17.7, Synergy_ZIP=-5.42, Synergy_Bliss=1.07, Synergy_Loewe=-16.9, Synergy_HSA=1.18.